From a dataset of Catalyst prediction with 721,799 reactions and 888 catalyst types from USPTO. Predict which catalyst facilitates the given reaction. (1) Reactant: [OH:1][C:2]1[CH:7]=[CH:6][C:5]([CH2:8][CH2:9][OH:10])=[CH:4][CH:3]=1.Br[CH2:12][C:13]([O:15][C:16]([CH3:19])([CH3:18])[CH3:17])=[O:14].C(=O)([O-])[O-].[K+].[K+]. Product: [C:16]([O:15][C:13]([CH2:12][O:1][C:2]1[CH:7]=[CH:6][C:5]([CH2:8][CH2:9][OH:10])=[CH:4][CH:3]=1)=[O:14])([CH3:19])([CH3:18])[CH3:17]. The catalyst class is: 10. (2) Reactant: [C:1]1([N:7]2[CH2:12][CH2:11][N:10]([CH2:13][C:14]3[CH:19]=[CH:18][C:17]([CH2:20][NH:21]C(=O)C)=[CH:16][CH:15]=3)[CH2:9][CH2:8]2)[CH:6]=[CH:5][CH:4]=[CH:3][CH:2]=1.[OH-].[Na+]. Product: [NH2:21][CH2:20][C:17]1[CH:16]=[CH:15][C:14]([CH2:13][N:10]2[CH2:9][CH2:8][N:7]([C:1]3[CH:6]=[CH:5][CH:4]=[CH:3][CH:2]=3)[CH2:12][CH2:11]2)=[CH:19][CH:18]=1. The catalyst class is: 33.